This data is from Catalyst prediction with 721,799 reactions and 888 catalyst types from USPTO. The task is: Predict which catalyst facilitates the given reaction. (1) Reactant: [CH3:1][N:2]1[C:6]([N:7]([C:11]2[CH:16]=[CH:15][C:14]([O:17][C:18]([F:21])([F:20])[F:19])=[CH:13][CH:12]=2)C(=O)C)=[CH:5][CH:4]([CH3:22])[NH:3]1.Cl.O.C(=O)(O)[O-].[Na+]. Product: [CH3:1][N:2]1[C:6]([NH:7][C:11]2[CH:12]=[CH:13][C:14]([O:17][C:18]([F:19])([F:20])[F:21])=[CH:15][CH:16]=2)=[CH:5][CH:4]([CH3:22])[NH:3]1. The catalyst class is: 8. (2) Reactant: [Cl:1][C:2]1[CH:7]=[CH:6][C:5]([N:8]2[CH:12]=[C:11]([CH2:13][OH:14])[N:10]=[N:9]2)=[C:4]([C:15]2[CH:20]=[C:19]([O:21][CH3:22])[N:18]=[CH:17][N:16]=2)[C:3]=1[F:23].O.C([O-])(O)=O.[Na+]. Product: [Cl:1][C:2]1[CH:7]=[CH:6][C:5]([N:8]2[CH:12]=[C:11]([CH:13]=[O:14])[N:10]=[N:9]2)=[C:4]([C:15]2[CH:20]=[C:19]([O:21][CH3:22])[N:18]=[CH:17][N:16]=2)[C:3]=1[F:23]. The catalyst class is: 16.